Dataset: Forward reaction prediction with 1.9M reactions from USPTO patents (1976-2016). Task: Predict the product of the given reaction. (1) Given the reactants Cl[C:2]([O:4][C:5]1[CH:10]=[CH:9][C:8]([CH2:11][C:12]2[CH:17]=[CH:16][C:15]([C:18]([F:21])([F:20])[F:19])=[CH:14][CH:13]=2)=[CH:7][CH:6]=1)=[O:3].[N:22]1[NH:23][N:24]=[N:25][C:26]=1[CH2:27][C:28]1[CH:40]=[CH:39][C:31]([CH2:32][CH:33]2[CH2:38][CH2:37][NH:36][CH2:35][CH2:34]2)=[CH:30][CH:29]=1, predict the reaction product. The product is: [F:19][C:18]([F:21])([F:20])[C:15]1[CH:16]=[CH:17][C:12]([CH2:11][C:8]2[CH:9]=[CH:10][C:5]([O:4][C:2]([N:36]3[CH2:35][CH2:34][CH:33]([CH2:32][C:31]4[CH:39]=[CH:40][C:28]([CH2:27][C:26]5[N:22]=[N:23][NH:24][N:25]=5)=[CH:29][CH:30]=4)[CH2:38][CH2:37]3)=[O:3])=[CH:6][CH:7]=2)=[CH:13][CH:14]=1. (2) Given the reactants C[O:2][C:3](=[O:29])[CH2:4][N:5]1[C:14]2[C:9](=[CH:10][CH:11]=[CH:12][CH:13]=2)[CH2:8][C@@H:7]([NH:15][C:16]([C:18]2[NH:27][C:21]3=[CH:22][N:23]=[C:24]([Cl:26])[CH:25]=[C:20]3[CH:19]=2)=[O:17])[C:6]1=[O:28].[Li+].[OH-], predict the reaction product. The product is: [Cl:26][C:24]1[CH:25]=[C:20]2[CH:19]=[C:18]([C:16]([NH:15][C@@H:7]3[CH2:8][C:9]4[C:14](=[CH:13][CH:12]=[CH:11][CH:10]=4)[N:5]([CH2:4][C:3]([OH:29])=[O:2])[C:6]3=[O:28])=[O:17])[NH:27][C:21]2=[CH:22][N:23]=1.